This data is from Reaction yield outcomes from USPTO patents with 853,638 reactions. The task is: Predict the reaction yield, written as a fraction of the theoretical maximum amount of product (1.0 means a 100% yield; for example, 0.34 means a 34% yield). The reactants are [CH3:1][O:2][C:3]1[CH:31]=[C:30]([O:32][CH3:33])[CH:29]=[CH:28][C:4]=1[CH2:5][NH:6][C:7]1[C:8]2[CH:15]=[CH:14][N:13]([C@H:16]3[C@@H:20]4[O:21][C:22]([CH3:25])([CH3:24])[O:23][C@@H:19]4[C@@H:18]([CH2:26]O)[O:17]3)[C:9]=2[N:10]=[CH:11][N:12]=1.C1(P(C2C=CC=CC=2)C2C=CC=CC=2)C=CC=CC=1.N(C(OCC)=O)=NC(OCC)=O.[CH3:65][NH:66][S:67]([C:70]1[CH:75]=[CH:74][CH:73]=[CH:72][C:71]=1[N+:76]([O-:78])=[O:77])(=[O:69])=[O:68]. The catalyst is O1CCCC1. The product is [CH3:1][O:2][C:3]1[CH:31]=[C:30]([O:32][CH3:33])[CH:29]=[CH:28][C:4]=1[CH2:5][NH:6][C:7]1[C:8]2[CH:15]=[CH:14][N:13]([C@H:16]3[C@@H:20]4[O:21][C:22]([CH3:24])([CH3:25])[O:23][C@@H:19]4[C@@H:18]([CH2:26][N:66]([CH3:65])[S:67]([C:70]4[CH:75]=[CH:74][CH:73]=[CH:72][C:71]=4[N+:76]([O-:78])=[O:77])(=[O:68])=[O:69])[O:17]3)[C:9]=2[N:10]=[CH:11][N:12]=1. The yield is 0.380.